This data is from NCI-60 drug combinations with 297,098 pairs across 59 cell lines. The task is: Regression. Given two drug SMILES strings and cell line genomic features, predict the synergy score measuring deviation from expected non-interaction effect. (1) Drug 1: C1CCC(C1)C(CC#N)N2C=C(C=N2)C3=C4C=CNC4=NC=N3. Drug 2: C1CCC(CC1)NC(=O)N(CCCl)N=O. Cell line: U251. Synergy scores: CSS=31.8, Synergy_ZIP=-8.40, Synergy_Bliss=2.24, Synergy_Loewe=-0.529, Synergy_HSA=2.65. (2) Drug 1: CCCCCOC(=O)NC1=NC(=O)N(C=C1F)C2C(C(C(O2)C)O)O. Drug 2: C1CC(=O)NC(=O)C1N2C(=O)C3=CC=CC=C3C2=O. Cell line: LOX IMVI. Synergy scores: CSS=-13.8, Synergy_ZIP=5.55, Synergy_Bliss=1.86, Synergy_Loewe=-13.8, Synergy_HSA=-13.8. (3) Drug 1: C1C(C(OC1N2C=NC3=C(N=C(N=C32)Cl)N)CO)O. Drug 2: CC1=C(C(CCC1)(C)C)C=CC(=CC=CC(=CC(=O)O)C)C. Cell line: HS 578T. Synergy scores: CSS=23.2, Synergy_ZIP=-1.14, Synergy_Bliss=4.66, Synergy_Loewe=6.89, Synergy_HSA=10.5. (4) Drug 1: CN(CC1=CN=C2C(=N1)C(=NC(=N2)N)N)C3=CC=C(C=C3)C(=O)NC(CCC(=O)O)C(=O)O. Drug 2: C(CCl)NC(=O)N(CCCl)N=O. Cell line: OVCAR3. Synergy scores: CSS=40.2, Synergy_ZIP=-0.270, Synergy_Bliss=0.702, Synergy_Loewe=-39.7, Synergy_HSA=-0.927. (5) Drug 1: CN1CCC(CC1)COC2=C(C=C3C(=C2)N=CN=C3NC4=C(C=C(C=C4)Br)F)OC. Drug 2: C1C(C(OC1N2C=NC3=C(N=C(N=C32)Cl)N)CO)O. Cell line: IGROV1. Synergy scores: CSS=62.2, Synergy_ZIP=9.40, Synergy_Bliss=8.28, Synergy_Loewe=5.72, Synergy_HSA=7.97. (6) Drug 1: C1C(C(OC1N2C=NC3=C(N=C(N=C32)Cl)N)CO)O. Drug 2: C1=NC(=NC(=O)N1C2C(C(C(O2)CO)O)O)N. Cell line: HCC-2998. Synergy scores: CSS=43.6, Synergy_ZIP=0.234, Synergy_Bliss=5.19, Synergy_Loewe=-10.2, Synergy_HSA=6.57.